This data is from Forward reaction prediction with 1.9M reactions from USPTO patents (1976-2016). The task is: Predict the product of the given reaction. (1) Given the reactants [F:1][C:2]1[CH:3]=[CH:4][C:5]([O:28][CH3:29])=[C:6]([C:8]2[CH:13]=[CH:12][N:11]=[C:10]3[N:14]([S:18]([C:21]4[CH:27]=[CH:26][C:24]([CH3:25])=[CH:23][CH:22]=4)(=[O:20])=[O:19])[C:15](I)=[CH:16][C:9]=23)[CH:7]=1.CC1(C)C(C)(C)OB([C:38]2[CH2:43][CH2:42][CH:41]([C:44]#[N:45])[CH2:40][CH:39]=2)O1.C(=O)(O)[O-].[Na+], predict the reaction product. The product is: [F:1][C:2]1[CH:3]=[CH:4][C:5]([O:28][CH3:29])=[C:6]([C:8]2[CH:13]=[CH:12][N:11]=[C:10]3[N:14]([S:18]([C:21]4[CH:27]=[CH:26][C:24]([CH3:25])=[CH:23][CH:22]=4)(=[O:20])=[O:19])[C:15]([C:38]4[CH2:43][CH2:42][CH:41]([C:44]#[N:45])[CH2:40][CH:39]=4)=[CH:16][C:9]=23)[CH:7]=1. (2) Given the reactants [C:1]([O:7][C:8]([CH3:11])([CH3:10])[CH3:9])(=[O:6])[CH2:2][C:3]([O-:5])=[O:4].[C:12]1([CH2:25]O)[C:24]2[CH2:23][C:22]3[C:17](=[CH:18][CH:19]=[CH:20][CH:21]=3)[C:16]=2[CH:15]=[CH:14][CH:13]=1.CCN=C=NCCCN(C)C.Cl, predict the reaction product. The product is: [C:1]([O:7][C:8]([CH3:11])([CH3:10])[CH3:9])(=[O:6])[CH2:2][C:3]([O:5][CH2:25][C:12]1[C:24]2[CH2:23][C:22]3[C:17](=[CH:18][CH:19]=[CH:20][CH:21]=3)[C:16]=2[CH:15]=[CH:14][CH:13]=1)=[O:4].